This data is from Catalyst prediction with 721,799 reactions and 888 catalyst types from USPTO. The task is: Predict which catalyst facilitates the given reaction. Reactant: [CH2:1](Br)[CH:2]=[CH2:3].[Br:5][C:6]1[CH:22]=[CH:21][CH:20]=[CH:19][C:7]=1/[CH:8]=[N:9]/[C@@H:10]([C:13]1[CH:18]=[CH:17][CH:16]=[CH:15][CH:14]=1)[CH2:11][OH:12]. Product: [Br:5][C:6]1[CH:22]=[CH:21][CH:20]=[CH:19][C:7]=1[C@@H:8]([NH:9][C@@H:10]([C:13]1[CH:14]=[CH:15][CH:16]=[CH:17][CH:18]=1)[CH2:11][OH:12])[CH2:3][CH:2]=[CH2:1]. The catalyst class is: 772.